Dataset: Reaction yield outcomes from USPTO patents with 853,638 reactions. Task: Predict the reaction yield, written as a fraction of the theoretical maximum amount of product (1.0 means a 100% yield; for example, 0.34 means a 34% yield). (1) The catalyst is C(COC)OC.Cl[Pd](Cl)([P](C1C=CC=CC=1)(C1C=CC=CC=1)C1C=CC=CC=1)[P](C1C=CC=CC=1)(C1C=CC=CC=1)C1C=CC=CC=1.O. The product is [C:9]1([C:2]2[N:7]=[CH:6][N:5]=[C:4]([NH2:8])[CH:3]=2)[CH:14]=[CH:13][CH:12]=[CH:11][CH:10]=1. The reactants are Cl[C:2]1[N:7]=[CH:6][N:5]=[C:4]([NH2:8])[CH:3]=1.[C:9]1(B(O)O)[CH:14]=[CH:13][CH:12]=[CH:11][CH:10]=1.C(=O)([O-])[O-].[Na+].[Na+].C(O)C. The yield is 0.390. (2) The catalyst is CO.[Pd]. The reactants are [CH3:1][O:2][C:3](=[O:14])[C:4]1[CH:9]=[CH:8][C:7]([OH:10])=[CH:6][C:5]=1[N+:11]([O-])=O.C([O-])=O.[NH4+]. The product is [CH3:1][O:2][C:3](=[O:14])[C:4]1[CH:9]=[CH:8][C:7]([OH:10])=[CH:6][C:5]=1[NH2:11]. The yield is 0.960. (3) The reactants are Br[C:2]1[C:11]2[C:6](=[CH:7][CH:8]=[CH:9][CH:10]=2)[N:5]=[C:4]([CH3:12])[CH:3]=1.[Li]CCCC.[CH:18]([C:20]1[CH:29]=[CH:28][C:23]([C:24]([O:26][CH3:27])=[O:25])=[CH:22][CH:21]=1)=[O:19].[Li]. The catalyst is C1COCC1. The product is [OH:19][CH:18]([C:2]1[C:11]2[C:6](=[CH:7][CH:8]=[CH:9][CH:10]=2)[N:5]=[C:4]([CH3:12])[CH:3]=1)[C:20]1[CH:21]=[CH:22][C:23]([C:24]([O:26][CH3:27])=[O:25])=[CH:28][CH:29]=1. The yield is 0.650. (4) The reactants are [Cl:1][C:2]1[CH:11]=[C:10]([Cl:12])[C:9]2[C:4](=[CH:5][CH:6]=[CH:7][CH:8]=2)[C:3]=1[OH:13].F[C:15]1[CH:20]=[CH:19][CH:18]=[CH:17][C:16]=1[N+:21]([O-:23])=[O:22].[Cl:24][C:25]1[CH:34]=[C:33]([Cl:35])[C:32]2[C:27](=[CH:28][CH:29]=[CH:30][CH:31]=2)[C:26]=1[O:36][C:37]1[CH:43]=[CH:42][CH:41]=[CH:40][C:38]=1[NH2:39].[NH2:44][C:45]1[S:46][CH:47]=[CH:48][N:49]=1. No catalyst specified. The product is [Cl:1][C:2]1[CH:11]=[C:10]([Cl:12])[C:9]2[C:4](=[CH:5][CH:6]=[CH:7][CH:8]=2)[C:3]=1[O:13][C:15]1[CH:20]=[CH:19][CH:18]=[CH:17][C:16]=1[N+:21]([O-:23])=[O:22].[Cl:24][C:25]1[CH:34]=[C:33]([Cl:35])[C:32]2[C:27](=[CH:28][CH:29]=[CH:30][CH:31]=2)[C:26]=1[O:36][C:37]1[CH:43]=[CH:42][CH:41]=[CH:40][C:38]=1[NH:39][C:3]([NH:44][C:45]1[S:46][CH:47]=[CH:48][N:49]=1)=[O:13]. The yield is 0.600. (5) The catalyst is C(OCC)(=O)C.O. The product is [Br:1][C:2]1[CH:3]=[C:4]2[C:8](=[CH:9][CH:10]=1)[CH:7]([NH:11][C:19](=[O:20])[O:21][CH2:22][C:23]1[CH:28]=[CH:27][CH:26]=[CH:25][CH:24]=1)[CH2:6][CH2:5]2. The yield is 0.674. The reactants are [Br:1][C:2]1[CH:3]=[C:4]2[C:8](=[CH:9][CH:10]=1)[CH:7]([NH2:11])[CH2:6][CH2:5]2.C(=O)([O-])[O-].[K+].[K+].Cl[C:19]([O:21][CH2:22][C:23]1[CH:28]=[CH:27][CH:26]=[CH:25][CH:24]=1)=[O:20].